This data is from Peptide-MHC class II binding affinity with 134,281 pairs from IEDB. The task is: Regression. Given a peptide amino acid sequence and an MHC pseudo amino acid sequence, predict their binding affinity value. This is MHC class II binding data. (1) The peptide sequence is AIVYYSMYGHIKKMA. The MHC is HLA-DQA10501-DQB10201 with pseudo-sequence HLA-DQA10501-DQB10201. The binding affinity (normalized) is 0.199. (2) The peptide sequence is IAEILIIIMRTFRIA. The MHC is DRB1_0401 with pseudo-sequence DRB1_0401. The binding affinity (normalized) is 0.614. (3) The peptide sequence is PNWVRKVFIDTIPNI. The MHC is DRB1_0802 with pseudo-sequence DRB1_0802. The binding affinity (normalized) is 0.607. (4) The peptide sequence is DLTLPWQSGSGGVWR. The MHC is DRB1_0901 with pseudo-sequence DRB1_0901. The binding affinity (normalized) is 0.607.